This data is from Full USPTO retrosynthesis dataset with 1.9M reactions from patents (1976-2016). The task is: Predict the reactants needed to synthesize the given product. Given the product [NH2:32][C:24]1[C:25]([C:26]([O:28][CH2:29][CH:30]=[CH2:31])=[O:27])=[C:21]2[N:20]=[C:11]3[CH2:10][CH2:9][N:8]([C:13]([O:15][C:16]([CH3:17])([CH3:18])[CH3:19])=[O:14])[CH2:7][C:6]3=[CH:2][N:22]2[N:23]=1, predict the reactants needed to synthesize it. The reactants are: O1CCO[CH:2]1[CH:6]1[C:11](=O)[CH2:10][CH2:9][N:8]([C:13]([O:15][C:16]([CH3:19])([CH3:18])[CH3:17])=[O:14])[CH2:7]1.[NH2:20][C:21]1[C:25]([C:26]([O:28][CH2:29][CH:30]=[CH2:31])=[O:27])=[C:24]([NH2:32])[NH:23][N:22]=1.[OH-].[K+].